Dataset: Catalyst prediction with 721,799 reactions and 888 catalyst types from USPTO. Task: Predict which catalyst facilitates the given reaction. (1) Reactant: [F:1][C:2]1[CH:17]=[C:16]([N+:18]([O-])=O)[CH:15]=[CH:14][C:3]=1[C:4]([NH:6][CH:7]1[CH2:12][CH2:11][N:10]([CH3:13])[CH2:9][CH2:8]1)=[O:5]. Product: [NH2:18][C:16]1[CH:15]=[CH:14][C:3]([C:4]([NH:6][CH:7]2[CH2:8][CH2:9][N:10]([CH3:13])[CH2:11][CH2:12]2)=[O:5])=[C:2]([F:1])[CH:17]=1. The catalyst class is: 14. (2) Reactant: CC1C=C(C)C=C(C)C=1S([O-])(=O)=O.[NH2:14][N+:15]1[CH:20]=[C:19]([Cl:21])[CH:18]=[C:17]([O:22]COCC[Si](C)(C)C)[C:16]=1[C:31]#[C:32][CH3:33]. Product: [Cl:21][C:19]1[CH:18]=[C:17]([OH:22])[C:16]2[N:15]([N:14]=[C:32]([CH3:33])[CH:31]=2)[CH:20]=1. The catalyst class is: 52. (3) Reactant: Cl[C:2]1[N:7]=[C:6]([NH:8][CH2:9][C:10]2[C:11]([N:16]([CH3:21])[S:17]([CH3:20])(=[O:19])=[O:18])=[N:12][CH:13]=[CH:14][CH:15]=2)[C:5]([C:22]([F:25])([F:24])[F:23])=[CH:4][N:3]=1.[NH2:26][C:27]1[CH:32]=[CH:31][C:30]([CH:33]([OH:35])[CH3:34])=[CH:29][CH:28]=1.OP([O-])([O-])=O.[K+].[K+]. Product: [OH:35][CH:33]([C:30]1[CH:31]=[CH:32][C:27]([NH:26][C:2]2[N:7]=[C:6]([NH:8][CH2:9][C:10]3[C:11]([N:16]([CH3:21])[S:17]([CH3:20])(=[O:19])=[O:18])=[N:12][CH:13]=[CH:14][CH:15]=3)[C:5]([C:22]([F:25])([F:24])[F:23])=[CH:4][N:3]=2)=[CH:28][CH:29]=1)[CH3:34]. The catalyst class is: 16. (4) Reactant: F[C:2]1[N:7]=[CH:6][C:5]([CH2:8][O:9][C:10]2[N:15]=[CH:14][C:13]([CH2:16][NH:17][C@@H:18]([C:20]3[CH:25]=[CH:24][CH:23]=[CH:22][CH:21]=3)[CH3:19])=[CH:12][CH:11]=2)=[CH:4][CH:3]=1.[CH3:26][O-:27].[Na+].CO.O. Product: [CH3:26][O:27][C:2]1[N:7]=[CH:6][C:5]([CH2:8][O:9][C:10]2[N:15]=[CH:14][C:13]([CH2:16][NH:17][C@@H:18]([C:20]3[CH:25]=[CH:24][CH:23]=[CH:22][CH:21]=3)[CH3:19])=[CH:12][CH:11]=2)=[CH:4][CH:3]=1. The catalyst class is: 25. (5) Reactant: [N+:1]([C:4]1[CH:25]=[CH:24][CH:23]=[CH:22][C:5]=1[CH2:6][CH2:7][NH:8][CH:9]1[CH2:14][CH2:13][N:12]([C:15]([O:17][C:18]([CH3:21])([CH3:20])[CH3:19])=[O:16])[CH2:11][CH2:10]1)([O-])=O. Product: [NH2:1][C:4]1[CH:25]=[CH:24][CH:23]=[CH:22][C:5]=1[CH2:6][CH2:7][NH:8][CH:9]1[CH2:10][CH2:11][N:12]([C:15]([O:17][C:18]([CH3:21])([CH3:19])[CH3:20])=[O:16])[CH2:13][CH2:14]1. The catalyst class is: 50. (6) Reactant: [CH:1]([C:4]1[S:8][N:7]=[C:6]([C:9](O)=[O:10])[CH:5]=1)([CH3:3])[CH3:2]. Product: [CH:1]([C:4]1[S:8][N:7]=[C:6]([CH2:9][OH:10])[CH:5]=1)([CH3:3])[CH3:2]. The catalyst class is: 1.